This data is from Reaction yield outcomes from USPTO patents with 853,638 reactions. The task is: Predict the reaction yield, written as a fraction of the theoretical maximum amount of product (1.0 means a 100% yield; for example, 0.34 means a 34% yield). (1) The reactants are [N:1]1([CH2:8][CH2:9][O:10][C:11]2[CH:38]=[CH:37][C:14]([C:15]([C:17]3[C:26]4[C:21](=[CH:22][C:23]([O:27][CH3:28])=[CH:24][CH:25]=4)[CH:20]=[CH:19][C:18]=3OS(C(F)(F)F)(=O)=O)=[O:16])=[CH:13][CH:12]=2)[CH2:7][CH2:6][CH2:5][CH2:4][CH2:3][CH2:2]1.[F:39][C:40]1[CH:45]=[CH:44][C:43]([F:46])=[CH:42][C:41]=1B(O)O.[F-].[Cs+]. The catalyst is C(#N)C.Cl[Pd](Cl)([P](C1C=CC=CC=1)(C1C=CC=CC=1)C1C=CC=CC=1)[P](C1C=CC=CC=1)(C1C=CC=CC=1)C1C=CC=CC=1. The product is [N:1]1([CH2:8][CH2:9][O:10][C:11]2[CH:38]=[CH:37][C:14]([C:15]([C:17]3[C:26]4[C:21](=[CH:22][C:23]([O:27][CH3:28])=[CH:24][CH:25]=4)[CH:20]=[CH:19][C:18]=3[C:44]3[CH:45]=[C:40]([F:39])[CH:41]=[CH:42][C:43]=3[F:46])=[O:16])=[CH:13][CH:12]=2)[CH2:2][CH2:3][CH2:4][CH2:5][CH2:6][CH2:7]1. The yield is 0.930. (2) The reactants are S(=O)(=O)(O)O.[N+:6]([O-:9])(O)=[O:7].[CH:10]1[C:15]2[CH2:16][CH2:17][C:18](=[O:21])[CH2:19][CH2:20][C:14]=2[CH:13]=[CH:12][CH:11]=1. The catalyst is [N+](C)([O-])=O. The product is [N+:6]([C:12]1[CH:11]=[CH:10][C:15]2[CH2:16][CH2:17][C:18](=[O:21])[CH2:19][CH2:20][C:14]=2[CH:13]=1)([O-:9])=[O:7]. The yield is 0.400. (3) The reactants are O[C:2]1([C:23]2[O:24][C:25]3[CH:32]=[CH:31][CH:30]=[CH:29][C:26]=3[C:27]=2[CH3:28])[CH2:7][CH2:6][N:5]([C:8](=[O:22])/[CH:9]=[CH:10]/[C:11]2[CH:12]=[C:13]3[C:18](=[N:19][CH:20]=2)[NH:17][C:16](=[O:21])[CH2:15][CH2:14]3)[CH2:4][CH2:3]1.C([O-])(O)=O.[Na+]. The catalyst is Cl. The product is [CH3:28][C:27]1[C:26]2[CH:29]=[CH:30][CH:31]=[CH:32][C:25]=2[O:24][C:23]=1[C:2]1[CH2:7][CH2:6][N:5]([C:8](=[O:22])/[CH:9]=[CH:10]/[C:11]2[CH:12]=[C:13]3[C:18](=[N:19][CH:20]=2)[NH:17][C:16](=[O:21])[CH2:15][CH2:14]3)[CH2:4][CH:3]=1. The yield is 0.330.